This data is from Reaction yield outcomes from USPTO patents with 853,638 reactions. The task is: Predict the reaction yield, written as a fraction of the theoretical maximum amount of product (1.0 means a 100% yield; for example, 0.34 means a 34% yield). (1) The reactants are [Si:1]([O:8][C:9]1[CH:10]=[C:11]([CH:14]=[CH:15][C:16]=1[O:17][CH3:18])[CH:12]=O)([C:4]([CH3:7])([CH3:6])[CH3:5])([CH3:3])[CH3:2].Cl.[NH2:20][C:21]1([C:24]([O:26][CH3:27])=[O:25])[CH2:23][CH2:22]1. No catalyst specified. The product is [Si:1]([O:8][C:9]1[CH:10]=[C:11]([CH:14]=[CH:15][C:16]=1[O:17][CH3:18])[CH2:12][NH:20][C:21]1([C:24]([O:26][CH3:27])=[O:25])[CH2:23][CH2:22]1)([C:4]([CH3:7])([CH3:6])[CH3:5])([CH3:3])[CH3:2]. The yield is 0.790. (2) The reactants are Cl.[N:2]1[CH:7]=[CH:6][CH:5]=[CH:4][C:3]=1[N:8]([CH2:32][CH2:33][C:34]([O:36]CC)=[O:35])[C:9]([C:11]1[CH:31]=[CH:30][C:14]2[N:15]([CH3:29])[C:16]([CH2:18][NH:19][C:20]3[CH:25]=[CH:24][C:23]([C:26](=[NH:28])[NH2:27])=[CH:22][CH:21]=3)=[N:17][C:13]=2[CH:12]=1)=[O:10].[OH-].[Na+]. No catalyst specified. The product is [N:2]1[CH:7]=[CH:6][CH:5]=[CH:4][C:3]=1[N:8]([CH2:32][CH2:33][C:34]([OH:36])=[O:35])[C:9]([C:11]1[CH:31]=[CH:30][C:14]2[N:15]([CH3:29])[C:16]([CH2:18][NH:19][C:20]3[CH:25]=[CH:24][C:23]([C:26](=[NH:27])[NH2:28])=[CH:22][CH:21]=3)=[N:17][C:13]=2[CH:12]=1)=[O:10]. The yield is 0.910. (3) The reactants are [CH:1]([N:4]1[CH2:10][CH2:9][CH2:8][N:7]([C:11]([C:13]2[CH:20]=[CH:19][C:16]([CH:17]=[O:18])=[CH:15][CH:14]=2)=[O:12])[CH2:6][CH2:5]1)([CH3:3])[CH3:2].[CH2:21]([Mg]Br)[CH3:22]. The catalyst is C1COCC1. The product is [OH:18][CH:17]([C:16]1[CH:15]=[CH:14][C:13]([C:11]([N:7]2[CH2:8][CH2:9][CH2:10][N:4]([CH:1]([CH3:3])[CH3:2])[CH2:5][CH2:6]2)=[O:12])=[CH:20][CH:19]=1)[CH2:21][CH3:22]. The yield is 0.140. (4) The reactants are [CH3:1][O:2][C:3](=[O:27])/[C:4](/[C:11]1[CH:16]=[CH:15][C:14]([S:17]([CH3:20])(=[O:19])=[O:18])=[C:13]([N:21]2[C:25]([CH3:26])=[N:24][N:23]=[N:22]2)[CH:12]=1)=[CH:5]/[CH:6]1[CH2:10][CH2:9][CH2:8][CH2:7]1.[BH4-].[Na+]. The catalyst is CO.O.O.O.O.O.O.[Ni](Cl)Cl. The product is [CH3:1][O:2][C:3](=[O:27])[CH:4]([C:11]1[CH:16]=[CH:15][C:14]([S:17]([CH3:20])(=[O:18])=[O:19])=[C:13]([N:21]2[C:25]([CH3:26])=[N:24][N:23]=[N:22]2)[CH:12]=1)[CH2:5][CH:6]1[CH2:10][CH2:9][CH2:8][CH2:7]1. The yield is 0.990.